Dataset: Forward reaction prediction with 1.9M reactions from USPTO patents (1976-2016). Task: Predict the product of the given reaction. (1) Given the reactants C(O)(=O)C.[Br:5][C:6]1[C:12]([O:13][CH2:14][CH3:15])=[CH:11][C:9]([NH2:10])=[C:8]([N+:16]([O-])=O)[CH:7]=1, predict the reaction product. The product is: [Br:5][C:6]1[CH:7]=[C:8]([NH2:16])[C:9]([NH2:10])=[CH:11][C:12]=1[O:13][CH2:14][CH3:15]. (2) Given the reactants [I:1][C:2]1[CH:9]=[CH:8][CH:7]=[CH:6][C:3]=1[CH:4]=O.[C:10]1([C@H:16]([NH2:18])[CH3:17])[CH:15]=[CH:14][CH:13]=[CH:12][CH:11]=1, predict the reaction product. The product is: [I:1][C:2]1[CH:9]=[CH:8][CH:7]=[CH:6][C:3]=1[CH2:4][NH:18][C@@H:16]([C:10]1[CH:15]=[CH:14][CH:13]=[CH:12][CH:11]=1)[CH3:17].